This data is from Forward reaction prediction with 1.9M reactions from USPTO patents (1976-2016). The task is: Predict the product of the given reaction. Given the reactants [OH-].[K+].[CH2:3]([O:5][C:6](=[O:27])[C:7]([CH2:16][C:17]1[C:25]2[C:20](=[C:21]([Cl:26])[CH:22]=[CH:23][CH:24]=2)[NH:19][CH:18]=1)([NH:13][CH:14]=[O:15])[C:8]([O:10][CH2:11][CH3:12])=[O:9])[CH3:4].[CH3:28]I, predict the reaction product. The product is: [CH2:11]([O:10][C:8](=[O:9])[C:7]([CH2:16][C:17]1[C:25]2[C:20](=[C:21]([Cl:26])[CH:22]=[CH:23][CH:24]=2)[N:19]([CH3:28])[CH:18]=1)([NH:13][CH:14]=[O:15])[C:6]([O:5][CH2:3][CH3:4])=[O:27])[CH3:12].